Dataset: Full USPTO retrosynthesis dataset with 1.9M reactions from patents (1976-2016). Task: Predict the reactants needed to synthesize the given product. (1) Given the product [O:1]=[C:2]1[N:10]([CH2:11][CH2:12][CH3:13])[C:9]2[N:8]=[C:7]([C:14]34[CH2:15][CH2:16][C:18]([CH:22]=[O:23])([CH2:17][CH2:21]3)[CH2:19][CH2:20]4)[NH:6][C:5]=2[C:4](=[O:25])[N:3]1[CH2:26][CH2:27][CH3:28], predict the reactants needed to synthesize it. The reactants are: [O:1]=[C:2]1[N:10]([CH2:11][CH2:12][CH3:13])[C:9]2[N:8]=[C:7]([C:14]34[CH2:21][C:18]([C:22](O)=[O:23])([CH2:19][CH2:20]3)[CH2:17][CH2:16][CH2:15]4)[NH:6][C:5]=2[C:4](=[O:25])[N:3]1[CH2:26][CH2:27][CH3:28].C(N(CC)CC)C.C(OCC)(=O)C.Cl. (2) Given the product [C:1]([Si:5]([CH3:14])([CH3:15])[O:6][C@H:7]([CH:12]=[CH2:13])[CH2:8][CH2:9][C:10]#[C:11][CH3:17])([CH3:3])([CH3:4])[CH3:2], predict the reactants needed to synthesize it. The reactants are: [C:1]([Si:5]([CH3:15])([CH3:14])[O:6][C@H:7]([CH:12]=[CH2:13])[CH2:8][CH2:9][C:10]#[CH:11])([CH3:4])([CH3:3])[CH3:2].[Li][CH2:17]CCC.CI. (3) Given the product [C:6]([C:8]1[CH:13]=[C:12]([CH2:14][OH:15])[CH:11]=[CH:10][N:9]=1)(=[O:18])[NH2:7], predict the reactants needed to synthesize it. The reactants are: C[Si](Cl)(C)C.[C:6]([C:8]1[CH:13]=[C:12]([CH2:14][OH:15])[CH:11]=[CH:10][N:9]=1)#[N:7].O.C(=O)([O-])[O-:18].[Na+].[Na+]. (4) Given the product [Br:1][C:2]1[CH:3]=[C:4]([CH2:9][N:23]2[C:11](=[O:12])[C:20]3[C:15](=[CH:16][CH:17]=[CH:18][CH:19]=3)[C:14]2=[O:13])[CH:5]=[C:6]([CH3:8])[CH:7]=1, predict the reactants needed to synthesize it. The reactants are: [Br:1][C:2]1[CH:7]=[C:6]([CH3:8])[CH:5]=[C:4]([CH2:9]Br)[CH:3]=1.[C:11]1([C:20]2[C:15](=[CH:16][CH:17]=[CH:18][CH:19]=2)[CH2:14][O:13]1)=[O:12].[K].C[N:23](C=O)C. (5) Given the product [C:31]([NH:34][C@H:35]([C:36]([NH2:38])=[O:37])[CH2:39][S:40][C:15](=[O:16])[C@@H:14]([NH:18][C:19](=[O:30])[CH2:20][CH2:21][NH:22][C:23]([O:25][C:26]([CH3:29])([CH3:28])[CH3:27])=[O:24])[CH2:13][C:12]1[N:8]([C:6]([O:5][C:1]([CH3:3])([CH3:4])[CH3:2])=[O:7])[CH:9]=[N:10][CH:11]=1)(=[O:33])[CH3:32], predict the reactants needed to synthesize it. The reactants are: [C:1]([O:5][C:6]([N:8]1[C:12]([CH2:13][C@H:14]([NH:18][C:19](=[O:30])[CH2:20][CH2:21][NH:22][C:23]([O:25][C:26]([CH3:29])([CH3:28])[CH3:27])=[O:24])[C:15](O)=[O:16])=[CH:11][N:10]=[CH:9]1)=[O:7])([CH3:4])([CH3:3])[CH3:2].[C:31]([NH:34][C@@H:35]([CH2:39][SH:40])[C:36]([NH2:38])=[O:37])(=[O:33])[CH3:32].C(N(CC)CC)C.CCCP(=O)=O.CCOC(C)=O.C([O-])(O)=O.[Na+]. (6) Given the product [CH3:10][O:9][C:6]1[C:7](=[O:8])[C:2]([C:31]2[N:27]([C:21]3[CH:22]=[CH:23][CH:24]=[CH:25][CH:26]=3)[N:28]=[CH:29][CH:30]=2)=[N:3][N:4]([C:11]2[CH:12]=[CH:13][CH:14]=[C:15]3[C:20]=2[N:19]=[CH:18][CH:17]=[CH:16]3)[CH:5]=1, predict the reactants needed to synthesize it. The reactants are: Br[C:2]1[C:7](=[O:8])[C:6]([O:9][CH3:10])=[CH:5][N:4]([C:11]2[CH:12]=[CH:13][CH:14]=[C:15]3[C:20]=2[N:19]=[CH:18][CH:17]=[CH:16]3)[N:3]=1.[C:21]1([N:27]2[C:31](B3OC(C)(C)C(C)(C)O3)=[CH:30][CH:29]=[N:28]2)[CH:26]=[CH:25][CH:24]=[CH:23][CH:22]=1.CC([O-])=O.[K+].